From a dataset of Full USPTO retrosynthesis dataset with 1.9M reactions from patents (1976-2016). Predict the reactants needed to synthesize the given product. (1) The reactants are: [N:1]1[CH:6]=[CH:5][C:4]([CH:7]=[O:8])=[CH:3][CH:2]=1.S([CH2:19][N+:20]#[C-:21])(C1C=CC(C)=CC=1)(=O)=O.C(=O)([O-])[O-].[K+].[K+]. Given the product [N:1]1[CH:6]=[CH:5][C:4]([C:7]2[O:8][CH:21]=[N:20][CH:19]=2)=[CH:3][CH:2]=1, predict the reactants needed to synthesize it. (2) Given the product [CH2:10]=[CH:6][C:7]([NH:2][CH2:1][C:31]([OH:34])=[O:32])=[O:20], predict the reactants needed to synthesize it. The reactants are: [CH3:1][N:2]1[C@:7]2([OH:20])C[C@H]3N4C(Br)=CC=C4C(=O)N[C@H:10]3[C@@H:6]2NC1=O.NC1C=CC(B(O)O)=CC=1.[C:31]([O-:34])([O-])=[O:32].[Cs+].[Cs+]. (3) Given the product [F:16][C:9]1[CH:8]=[C:7]2[C:12](=[CH:11][C:10]=1[N+:13]([O-:15])=[O:14])[NH:4][CH2:5][CH2:6]2, predict the reactants needed to synthesize it. The reactants are: C([N:4]1[C:12]2[C:7](=[CH:8][C:9]([F:16])=[C:10]([N+:13]([O-:15])=[O:14])[CH:11]=2)[CH2:6][CH2:5]1)(=O)C.Cl.O1CCOCC1. (4) The reactants are: [ClH:1].[F:2][C:3]([F:30])([F:29])[C:4]1[CH:5]=[C:6]([C@H:14]([O:16][C@H:17]2[CH2:22][CH2:21][NH:20][CH2:19][C@H:18]2[C:23]2[CH:28]=[CH:27][CH:26]=[CH:25][CH:24]=2)[CH3:15])[CH:7]=[C:8]([C:10]([F:13])([F:12])[F:11])[CH:9]=1.C(OC([N:38]1[CH2:43][CH2:42][CH:41]([C:44](O)=[O:45])[CH2:40][CH2:39]1)=O)(C)(C)C.CCN=C=NCCCN(C)C.Cl.C1C=CC2N(O)N=NC=2C=1.CCN(C(C)C)C(C)C. Given the product [ClH:1].[F:12][C:10]([F:13])([F:11])[C:8]1[CH:7]=[C:6]([C@H:14]([O:16][C@H:17]2[CH2:22][CH2:21][N:20]([C:44]([CH:41]3[CH2:42][CH2:43][NH:38][CH2:39][CH2:40]3)=[O:45])[CH2:19][C@H:18]2[C:23]2[CH:28]=[CH:27][CH:26]=[CH:25][CH:24]=2)[CH3:15])[CH:5]=[C:4]([C:3]([F:29])([F:2])[F:30])[CH:9]=1, predict the reactants needed to synthesize it. (5) Given the product [Br:20][CH2:33]/[CH:32]=[C:31](/[C:27]1[CH:28]=[CH:29][CH:30]=[C:25]([N+:22]([O-:24])=[O:23])[CH:26]=1)\[CH3:35], predict the reactants needed to synthesize it. The reactants are: C1(P(C2C=CC=CC=2)C2C=CC=CC=2)C=CC=CC=1.[Br:20]Br.[N+:22]([C:25]1[CH:26]=[C:27](/[C:31](/[CH3:35])=[CH:32]/[CH2:33]O)[CH:28]=[CH:29][CH:30]=1)([O-:24])=[O:23].